Regression. Given two drug SMILES strings and cell line genomic features, predict the synergy score measuring deviation from expected non-interaction effect. From a dataset of NCI-60 drug combinations with 297,098 pairs across 59 cell lines. (1) Drug 1: CC1C(C(CC(O1)OC2CC(CC3=C2C(=C4C(=C3O)C(=O)C5=C(C4=O)C(=CC=C5)OC)O)(C(=O)CO)O)N)O.Cl. Drug 2: C(CN)CNCCSP(=O)(O)O. Cell line: EKVX. Synergy scores: CSS=2.50, Synergy_ZIP=3.56, Synergy_Bliss=-3.04, Synergy_Loewe=-8.40, Synergy_HSA=-5.61. (2) Drug 1: CC12CCC(CC1=CCC3C2CCC4(C3CC=C4C5=CN=CC=C5)C)O. Drug 2: CS(=O)(=O)C1=CC(=C(C=C1)C(=O)NC2=CC(=C(C=C2)Cl)C3=CC=CC=N3)Cl. Cell line: EKVX. Synergy scores: CSS=9.38, Synergy_ZIP=-2.06, Synergy_Bliss=0.657, Synergy_Loewe=-1.67, Synergy_HSA=-0.785. (3) Drug 1: CS(=O)(=O)C1=CC(=C(C=C1)C(=O)NC2=CC(=C(C=C2)Cl)C3=CC=CC=N3)Cl. Drug 2: CC1=C(C=C(C=C1)NC2=NC=CC(=N2)N(C)C3=CC4=NN(C(=C4C=C3)C)C)S(=O)(=O)N.Cl. Cell line: MALME-3M. Synergy scores: CSS=22.9, Synergy_ZIP=-1.58, Synergy_Bliss=9.37, Synergy_Loewe=7.87, Synergy_HSA=8.10. (4) Drug 1: C1CNP(=O)(OC1)N(CCCl)CCCl. Drug 2: CCC1(C2=C(COC1=O)C(=O)N3CC4=CC5=C(C=CC(=C5CN(C)C)O)N=C4C3=C2)O.Cl. Cell line: SNB-75. Synergy scores: CSS=14.9, Synergy_ZIP=-5.94, Synergy_Bliss=-1.25, Synergy_Loewe=-1.78, Synergy_HSA=-1.13. (5) Drug 1: CN1C(=O)N2C=NC(=C2N=N1)C(=O)N. Drug 2: C1=CC(=C(C=C1I)F)NC2=C(C=CC(=C2F)F)C(=O)NOCC(CO)O. Cell line: SK-OV-3. Synergy scores: CSS=1.71, Synergy_ZIP=1.31, Synergy_Bliss=0.816, Synergy_Loewe=-13.8, Synergy_HSA=-5.92. (6) Drug 1: CCN(CC)CCCC(C)NC1=C2C=C(C=CC2=NC3=C1C=CC(=C3)Cl)OC. Drug 2: C1CN(P(=O)(OC1)NCCCl)CCCl. Cell line: SNB-75. Synergy scores: CSS=6.27, Synergy_ZIP=-2.17, Synergy_Bliss=-2.17, Synergy_Loewe=-23.0, Synergy_HSA=-1.04. (7) Drug 1: C1=C(C(=O)NC(=O)N1)N(CCCl)CCCl. Drug 2: CS(=O)(=O)CCNCC1=CC=C(O1)C2=CC3=C(C=C2)N=CN=C3NC4=CC(=C(C=C4)OCC5=CC(=CC=C5)F)Cl. Cell line: T-47D. Synergy scores: CSS=13.7, Synergy_ZIP=-7.47, Synergy_Bliss=0.217, Synergy_Loewe=-4.17, Synergy_HSA=0.376. (8) Drug 1: C1=NC2=C(N1)C(=S)N=C(N2)N. Drug 2: CC1=CC=C(C=C1)C2=CC(=NN2C3=CC=C(C=C3)S(=O)(=O)N)C(F)(F)F. Cell line: U251. Synergy scores: CSS=27.6, Synergy_ZIP=-4.46, Synergy_Bliss=-1.76, Synergy_Loewe=-3.53, Synergy_HSA=-0.625.